From a dataset of Reaction yield outcomes from USPTO patents with 853,638 reactions. Predict the reaction yield, written as a fraction of the theoretical maximum amount of product (1.0 means a 100% yield; for example, 0.34 means a 34% yield). (1) The reactants are Cl.[CH3:2][NH:3]C.C[Al](C)C.C[O:10][C:11](=O)[C:12]1[CH:17]=[CH:16][C:15]([N:18]2[CH:22]=[N:21][CH:20]=[N:19]2)=[C:14]([C:23]2[N:27]([C:28]([CH3:31])([CH3:30])[CH3:29])[C:26]3[CH:32]=[CH:33][C:34]([C:36]4[CH:37]=[N:38][C:39]([NH2:42])=[N:40][CH:41]=4)=[CH:35][C:25]=3[N:24]=2)[CH:13]=1.O. The catalyst is C1(C)C=CC=CC=1. The product is [NH2:42][C:39]1[N:38]=[CH:37][C:36]([C:34]2[CH:33]=[CH:32][C:26]3[N:27]([C:28]([CH3:29])([CH3:30])[CH3:31])[C:23]([C:14]4[CH:13]=[C:12]([CH:17]=[CH:16][C:15]=4[N:18]4[CH:22]=[N:21][CH:20]=[N:19]4)[C:11]([NH:3][CH3:2])=[O:10])=[N:24][C:25]=3[CH:35]=2)=[CH:41][N:40]=1. The yield is 0.250. (2) The reactants are Cl.[NH2:2][C@H:3]1[C@@H:8]2[CH2:9][C@@H:5]([CH2:6][CH2:7]2)[C@H:4]1[C:10]([O:12][CH3:13])=[O:11].C([O-])(=O)C.[Na+].[F:19][C:20]1[CH:27]=[CH:26][C:23]([CH:24]=O)=[CH:22][CH:21]=1.C([BH3-])#N.[Na+].C(=O)(O)[O-].[Na+]. The catalyst is CO.C(OCC)(=O)C. The product is [F:19][C:20]1[CH:27]=[CH:26][C:23]([CH2:24][NH:2][C@H:3]2[C@@H:8]3[CH2:9][C@@H:5]([CH2:6][CH2:7]3)[C@H:4]2[C:10]([O:12][CH3:13])=[O:11])=[CH:22][CH:21]=1. The yield is 0.920. (3) The reactants are Br[C:2]1[N:7]=[C:6]2[S:8][C:9]([NH:11][C:12]([C:14]3[CH:23]=[CH:22][C:17]([C:18]([O:20][CH3:21])=[O:19])=[CH:16][CH:15]=3)=[O:13])=[N:10][C:5]2=[CH:4][CH:3]=1.[CH3:24][C:25]1[C:29](B2OC(C)(C)C(C)(C)O2)=[CH:28][NH:27][N:26]=1. No catalyst specified. The product is [CH3:24][C:25]1[C:29]([C:2]2[N:7]=[C:6]3[S:8][C:9]([NH:11][C:12]([C:14]4[CH:23]=[CH:22][C:17]([C:18]([O:20][CH3:21])=[O:19])=[CH:16][CH:15]=4)=[O:13])=[N:10][C:5]3=[CH:4][CH:3]=2)=[CH:28][NH:27][N:26]=1. The yield is 0.170. (4) The reactants are [CH3:1][O:2][C:3](=[O:21])[CH:4]([S:12]([C:15]1[CH:20]=[CH:19][CH:18]=[CH:17][CH:16]=1)(=[O:14])=[O:13])[CH:5]1[CH2:10][CH2:9][CH2:8][C:7](=[O:11])[CH2:6]1.[H-].[Na+].C1C=CC(S(N(S(C2C=CC=CC=2)(=O)=O)[F:34])(=O)=O)=CC=1.O. The catalyst is CN(C=O)C. The product is [CH3:1][O:2][C:3](=[O:21])[C:4]([S:12]([C:15]1[CH:16]=[CH:17][CH:18]=[CH:19][CH:20]=1)(=[O:13])=[O:14])([F:34])[CH:5]1[CH2:10][CH2:9][CH2:8][C:7](=[O:11])[CH2:6]1. The yield is 0.270. (5) The reactants are [CH:1]1[C:13]2[NH:12][C:11]3[C:6](=[CH:7][CH:8]=[CH:9][CH:10]=3)[C:5]=2[CH:4]=[CH:3][CH:2]=1.[H-].[Na+].[Cl:16][C:17]1[N:22]=[C:21](Cl)[N:20]=[C:19]([Cl:24])[N:18]=1. The catalyst is CN(C=O)C. The product is [Cl:16][C:17]1[N:18]=[C:19]([Cl:24])[N:20]=[C:21]([N:12]2[C:11]3[CH:10]=[CH:9][CH:8]=[CH:7][C:6]=3[C:5]3[C:13]2=[CH:1][CH:2]=[CH:3][CH:4]=3)[N:22]=1. The yield is 0.530. (6) The reactants are [Br:1][C:2]1[N:3]=[CH:4][N:5]([NH:7][C:8](=[O:14])[O:9][C:10]([CH3:13])([CH3:12])[CH3:11])[CH:6]=1.[H-].[Na+].I[CH2:18][CH3:19]. The catalyst is CN(C)C=O. The product is [Br:1][C:2]1[N:3]=[CH:4][N:5]([N:7]([CH2:18][CH3:19])[C:8](=[O:14])[O:9][C:10]([CH3:11])([CH3:13])[CH3:12])[CH:6]=1. The yield is 0.800. (7) The reactants are [CH3:1][NH:2][C:3]1[CH:8]=[CH:7][CH:6]=[CH:5][CH:4]=1.[OH-].[K+].Br[CH2:12][CH:13]=[CH2:14]. The catalyst is C(#N)C. The product is [CH2:12]([N:2]([CH3:1])[C:3]1[CH:8]=[CH:7][CH:6]=[CH:5][CH:4]=1)[CH:13]=[CH2:14]. The yield is 0.0570.